This data is from Forward reaction prediction with 1.9M reactions from USPTO patents (1976-2016). The task is: Predict the product of the given reaction. (1) Given the reactants [Br:1][C:2]1[CH:7]=[CH:6][CH:5]=[CH:4][C:3]=1[C@H:8]1[C@@H:12]([C:13]2[CH:18]=[CH:17][CH:16]=[CH:15][C:14]=2[Br:19])[NH:11][C:10](=[S:20])[NH:9]1.[CH3:21][I:22], predict the reaction product. The product is: [IH:22].[Br:19][C:14]1[CH:15]=[CH:16][CH:17]=[CH:18][C:13]=1[C@H:12]1[C@@H:8]([C:3]2[CH:4]=[CH:5][CH:6]=[CH:7][C:2]=2[Br:1])[NH:9][C:10]([S:20][CH3:21])=[N:11]1. (2) The product is: [F:1][C:2]1[CH:10]=[C:9]([CH:11]=[O:12])[CH:8]=[CH:7][C:3]=1[C:4]([NH:20][C:21]1[CH:26]=[C:25]([S:27][C:28]2[CH:33]=[CH:32][CH:31]=[CH:30][CH:29]=2)[CH:24]=[CH:23][C:22]=1[OH:34])=[O:6]. Given the reactants [F:1][C:2]1[CH:10]=[C:9]([CH:11]=[O:12])[CH:8]=[CH:7][C:3]=1[C:4]([OH:6])=O.C(Cl)(=O)C(Cl)=O.Cl.[NH2:20][C:21]1[CH:26]=[C:25]([S:27][C:28]2[CH:33]=[CH:32][CH:31]=[CH:30][CH:29]=2)[CH:24]=[CH:23][C:22]=1[OH:34].C(N(C(C)C)CC)(C)C.Cl, predict the reaction product. (3) Given the reactants [CH3:1][O:2][C:3]1[CH:4]=[C:5]2[C:10](=[CH:11][C:12]=1[O:13][CH2:14][CH:15]1[CH2:19][CH2:18][CH2:17][NH:16]1)[N:9]=[CH:8][CH:7]=[C:6]2[O:20][C:21]1[CH:26]=[CH:25][C:24]([NH:27][C:28](=[O:35])[C:29]2[CH:34]=[CH:33][CH:32]=[CH:31][CH:30]=2)=[CH:23][CH:22]=1.[CH:36]1([O:41][C:42](=[O:55])[C@@H:43]([NH:47][C:48]([O:50][C:51]([CH3:54])([CH3:53])[CH3:52])=[O:49])[CH2:44][CH2:45]Br)[CH2:40][CH2:39][CH2:38][CH2:37]1.C(N(C(C)C)CC)(C)C, predict the reaction product. The product is: [CH:36]1([O:41][C:42](=[O:55])[C@@H:43]([NH:47][C:48]([O:50][C:51]([CH3:54])([CH3:53])[CH3:52])=[O:49])[CH2:44][CH2:45][N:16]2[CH2:17][CH2:18][CH2:19][CH:15]2[CH2:14][O:13][C:12]2[CH:11]=[C:10]3[C:5]([C:6]([O:20][C:21]4[CH:26]=[CH:25][C:24]([NH:27][C:28](=[O:35])[C:29]5[CH:30]=[CH:31][CH:32]=[CH:33][CH:34]=5)=[CH:23][CH:22]=4)=[CH:7][CH:8]=[N:9]3)=[CH:4][C:3]=2[O:2][CH3:1])[CH2:37][CH2:38][CH2:39][CH2:40]1. (4) Given the reactants [CH3:1][S:2](Cl)(=[O:4])=[O:3].[Cl:6][C:7]1[N:12]=[C:11]([CH2:13][OH:14])[CH:10]=[C:9]([CH2:15][O:16][CH2:17][C:18]([F:21])([F:20])[F:19])[N:8]=1.C(N(CC)C(C)C)(C)C.S([O-])([O-])(=O)=O.[Na+].[Na+], predict the reaction product. The product is: [CH3:1][S:2]([O:14][CH2:13][C:11]1[CH:10]=[C:9]([CH2:15][O:16][CH2:17][C:18]([F:21])([F:19])[F:20])[N:8]=[C:7]([Cl:6])[N:12]=1)(=[O:4])=[O:3]. (5) Given the reactants [F:1][C:2]1[CH:3]=[CH:4][C:5]2[N:9]=[CH:8][N:7]([CH2:10][C:11]([OH:13])=O)[C:6]=2[C:14]=1[F:15].Cl.[NH2:17][CH2:18][C:19]1[CH:24]=[CH:23][C:22]([C:25]([CH3:29])([CH3:28])[C:26]#[N:27])=[C:21]([F:30])[CH:20]=1.CCN(CC)CC.CN(C(ON1N=NC2C=CC=NC1=2)=[N+](C)C)C.F[P-](F)(F)(F)(F)F, predict the reaction product. The product is: [C:26]([C:25]([C:22]1[CH:23]=[CH:24][C:19]([CH2:18][NH:17][C:11](=[O:13])[CH2:10][N:7]2[C:6]3[C:14]([F:15])=[C:2]([F:1])[CH:3]=[CH:4][C:5]=3[N:9]=[CH:8]2)=[CH:20][C:21]=1[F:30])([CH3:29])[CH3:28])#[N:27]. (6) Given the reactants [F:1][C:2]([F:12])([F:11])[O:3][C:4]1[CH:9]=[CH:8][C:7]([OH:10])=[CH:6][CH:5]=1.[H-].[Na+].Br[C:16]1[CH:21]=[CH:20][C:19]([Br:22])=[CH:18][N:17]=1.C(OCC)(=O)C, predict the reaction product. The product is: [Br:22][C:19]1[CH:20]=[CH:21][C:16]([O:10][C:7]2[CH:6]=[CH:5][C:4]([O:3][C:2]([F:11])([F:12])[F:1])=[CH:9][CH:8]=2)=[N:17][CH:18]=1. (7) The product is: [CH:1]([NH:4][C:5]1[O:9][C:8]([C:10]2[CH:11]=[C:12]3[C:16](=[CH:17][CH:18]=2)[N:15]([S:19]([C:22]2[CH:28]=[CH:27][C:25]([CH3:26])=[CH:24][CH:23]=2)(=[O:21])=[O:20])[CH:14]=[C:13]3[C:29]2[N:34]=[C:33]([C:35]([NH:41][CH3:40])=[O:36])[CH:32]=[CH:31][CH:30]=2)=[N:7][N:6]=1)([CH3:3])[CH3:2]. Given the reactants [CH:1]([NH:4][C:5]1[O:9][C:8]([C:10]2[CH:11]=[C:12]3[C:16](=[CH:17][CH:18]=2)[N:15]([S:19]([C:22]2[CH:28]=[CH:27][C:25]([CH3:26])=[CH:24][CH:23]=2)(=[O:21])=[O:20])[CH:14]=[C:13]3[C:29]2[N:34]=[C:33]([C:35](O)=[O:36])[CH:32]=[CH:31][CH:30]=2)=[N:7][N:6]=1)([CH3:3])[CH3:2].C1C[N:41]([P+](ON2N=NC3C=CC=CC2=3)(N2CCCC2)N2CCCC2)[CH2:40]C1.F[P-](F)(F)(F)(F)F.C1C=CC2N(O)N=NC=2C=1.CCN(C(C)C)C(C)C.Cl.CN, predict the reaction product.